From a dataset of Full USPTO retrosynthesis dataset with 1.9M reactions from patents (1976-2016). Predict the reactants needed to synthesize the given product. Given the product [Cl:42][C:43]1[CH:44]=[CH:45][C:46]([O:8][CH:5]2[CH2:6][CH2:7][N:2]([CH3:1])[CH2:3][CH2:4]2)=[C:47]([NH:49][C:50]([NH:52][C:53]2[CH:58]=[N:57][C:56]([C:59]#[N:60])=[CH:55][N:54]=2)=[O:51])[CH:48]=1, predict the reactants needed to synthesize it. The reactants are: [CH3:1][N:2]1[CH2:7][CH2:6][CH:5]([OH:8])[CH2:4][CH2:3]1.C1(P(C2C=CC=CC=2)C2C=CC=CC=2)C=CC=CC=1.CC(OC(/N=N/C(OC(C)C)=O)=O)C.[Cl:42][C:43]1[CH:44]=[CH:45][C:46](O)=[C:47]([NH:49][C:50]([NH:52][C:53]2[CH:58]=[N:57][C:56]([C:59]#[N:60])=[CH:55][N:54]=2)=[O:51])[CH:48]=1.